From a dataset of Full USPTO retrosynthesis dataset with 1.9M reactions from patents (1976-2016). Predict the reactants needed to synthesize the given product. (1) Given the product [Br:1][C:2]1[C:3]([N:21]2[CH2:26][CH2:25][CH2:24][CH:23]([NH:27][C:28](=[O:34])[O:29][C:30]([CH3:32])([CH3:31])[CH3:33])[CH2:22]2)=[C:4]2[C:10]([NH:11][C:12](=[O:19])[C:13]3[CH:18]=[CH:17][CH:16]=[N:15][CH:14]=3)=[CH:9][NH:8][C:5]2=[N:6][CH:7]=1, predict the reactants needed to synthesize it. The reactants are: [Br:1][C:2]1[C:3](F)=[C:4]2[C:10]([NH:11][C:12](=[O:19])[C:13]3[CH:18]=[CH:17][CH:16]=[N:15][CH:14]=3)=[CH:9][NH:8][C:5]2=[N:6][CH:7]=1.[NH:21]1[CH2:26][CH2:25][CH2:24][CH:23]([NH:27][C:28](=[O:34])[O:29][C:30]([CH3:33])([CH3:32])[CH3:31])[CH2:22]1. (2) The reactants are: Cl[C:2]1[N:7]=[CH:6][C:5]([C:8]([O:10]C)=[O:9])=[CH:4][N:3]=1.[CH:12]1([OH:17])[CH2:16][CH2:15][CH2:14][CH2:13]1.[OH-].[Li+]. Given the product [CH:12]1([O:17][C:2]2[N:3]=[CH:4][C:5]([C:8]([OH:10])=[O:9])=[CH:6][N:7]=2)[CH2:16][CH2:15][CH2:14][CH2:13]1, predict the reactants needed to synthesize it. (3) Given the product [CH2:1]([O:3][C:4]([C:6]1[N:7]([C:22]2[CH:23]=[N:24][CH:25]=[N:26][CH:27]=2)[C:8]2[C:13]([CH:14]=1)=[CH:12][C:11]([O:15][CH:16]1[CH2:21][CH2:20][N:19]([CH:29]([CH3:31])[CH3:28])[CH2:18][CH2:17]1)=[CH:10][CH:9]=2)=[O:5])[CH3:2], predict the reactants needed to synthesize it. The reactants are: [CH2:1]([O:3][C:4]([C:6]1[N:7]([C:22]2[CH:23]=[N:24][CH:25]=[N:26][CH:27]=2)[C:8]2[C:13]([CH:14]=1)=[CH:12][C:11]([O:15][CH:16]1[CH2:21][CH2:20][NH:19][CH2:18][CH2:17]1)=[CH:10][CH:9]=2)=[O:5])[CH3:2].[CH3:28][C:29]([CH3:31])=O. (4) Given the product [NH2:11][C:5]1[C:6]([N+:8]([O-:10])=[O:9])=[CH:7][C:2]([N:19]2[CH2:20][CH2:21][N:16]([C:13](=[O:15])[CH3:14])[CH2:17][CH2:18]2)=[CH:3][C:4]=1[CH3:12], predict the reactants needed to synthesize it. The reactants are: Br[C:2]1[CH:7]=[C:6]([N+:8]([O-:10])=[O:9])[C:5]([NH2:11])=[C:4]([CH3:12])[CH:3]=1.[C:13]([N:16]1[CH2:21][CH2:20][NH:19][CH2:18][CH2:17]1)(=[O:15])[CH3:14].C(P(C(C)(C)C)C(C)(C)C)(C)(C)C.CC(C)([O-])C.[Na+].